This data is from CYP2D6 inhibition data for predicting drug metabolism from PubChem BioAssay. The task is: Regression/Classification. Given a drug SMILES string, predict its absorption, distribution, metabolism, or excretion properties. Task type varies by dataset: regression for continuous measurements (e.g., permeability, clearance, half-life) or binary classification for categorical outcomes (e.g., BBB penetration, CYP inhibition). Dataset: cyp2d6_veith. (1) The compound is CC(=O)[N-]S(=O)(=O)c1ccc(N)cc1.O.[Na+]. The result is 0 (non-inhibitor). (2) The drug is COc1ccc(N2C(=O)NC(NC(=O)c3ccncc3)(C(F)(F)F)C2=O)cc1. The result is 0 (non-inhibitor). (3) The molecule is Cc1noc(C)c1C(=O)N1CCC2(CCCN(C(=O)NC(C)C)C2)CC1. The result is 0 (non-inhibitor). (4) The molecule is CCCCn1c(SCC(=O)N2CCCC2)nc2c1c(=O)n(C)c(=O)n2C. The result is 0 (non-inhibitor). (5) The compound is COc1ccc2nc(/N=C\N(C)C)sc2c1. The result is 0 (non-inhibitor). (6) The drug is Cc1nc(S(=O)(=O)N2CCOCC2)c(C#N)c(C)c1Cl. The result is 0 (non-inhibitor). (7) The drug is Cc1cccc(C(CC(=O)N2CCCC2)c2ccccc2)c1O. The result is 0 (non-inhibitor). (8) The molecule is CC(=O)NCc1c(Cl)cccc1-n1cccc1. The result is 0 (non-inhibitor). (9) The molecule is CCOc1ccccc1/C=C(\C#N)C(N)=O. The result is 0 (non-inhibitor).